Dataset: Peptide-MHC class I binding affinity with 185,985 pairs from IEDB/IMGT. Task: Regression. Given a peptide amino acid sequence and an MHC pseudo amino acid sequence, predict their binding affinity value. This is MHC class I binding data. (1) The binding affinity (normalized) is 0.625. The MHC is HLA-A11:01 with pseudo-sequence HLA-A11:01. The peptide sequence is AIFKLTYQNK. (2) The peptide sequence is AADFPGIAR. The MHC is HLA-B57:01 with pseudo-sequence HLA-B57:01. The binding affinity (normalized) is 0.0847. (3) The peptide sequence is NSDPNTPDK. The MHC is HLA-A69:01 with pseudo-sequence HLA-A69:01. The binding affinity (normalized) is 0.449. (4) The peptide sequence is GIKGLDERFV. The MHC is HLA-A02:03 with pseudo-sequence HLA-A02:03. The binding affinity (normalized) is 0.377. (5) The peptide sequence is KYQLKHIVW. The MHC is HLA-B58:01 with pseudo-sequence HLA-B58:01. The binding affinity (normalized) is 0.157. (6) The peptide sequence is ILFPGILWI. The MHC is H-2-Kb with pseudo-sequence H-2-Kb. The binding affinity (normalized) is 0.189.